Dataset: Catalyst prediction with 721,799 reactions and 888 catalyst types from USPTO. Task: Predict which catalyst facilitates the given reaction. Reactant: Br[C:2]1[C:7]([CH2:8][O:9][C:10]2[C:11]([CH:18]3[O:22][CH2:21][CH2:20][O:19]3)=[CH:12][C:13]([O:16][CH3:17])=[N:14][CH:15]=2)=[CH:6][CH:5]=[CH:4][N:3]=1.[CH3:23][N:24](C=O)C. Product: [O:19]1[CH2:20][CH2:21][O:22][CH:18]1[C:11]1[CH:12]=[C:13]([O:16][CH3:17])[N:14]=[CH:15][C:10]=1[O:9][CH2:8][C:7]1[C:2]([C:23]#[N:24])=[N:3][CH:4]=[CH:5][CH:6]=1. The catalyst class is: 73.